This data is from Full USPTO retrosynthesis dataset with 1.9M reactions from patents (1976-2016). The task is: Predict the reactants needed to synthesize the given product. (1) The reactants are: [F:1][C:2]([F:53])([F:52])[C:3]1[CH:4]=[C:5]([C@H:13]2[O:17][C:16](=[O:18])[N:15]([CH2:19][C:20]3[CH:21]=[C:22]4[C:26](=[CH:27][C:28]=3[C:29]3[CH:34]=[C:33]([CH:35]([CH3:37])[CH3:36])[C:32]([F:38])=[CH:31][C:30]=3[O:39][CH3:40])[CH2:25][N:24](C(OCC3C=CC=CC=3)=O)[CH2:23]4)[C@H:14]2[CH3:51])[CH:6]=[C:7]([C:9]([F:12])([F:11])[F:10])[CH:8]=1. Given the product [F:12][C:9]([F:10])([F:11])[C:7]1[CH:6]=[C:5]([C@H:13]2[O:17][C:16](=[O:18])[N:15]([CH2:19][C:20]3[CH:21]=[C:22]4[C:26](=[CH:27][C:28]=3[C:29]3[CH:34]=[C:33]([CH:35]([CH3:36])[CH3:37])[C:32]([F:38])=[CH:31][C:30]=3[O:39][CH3:40])[CH2:25][NH:24][CH2:23]4)[C@H:14]2[CH3:51])[CH:4]=[C:3]([C:2]([F:1])([F:52])[F:53])[CH:8]=1, predict the reactants needed to synthesize it. (2) Given the product [CH3:9][C:10]1[CH:15]=[CH:14][C:13]([CH3:16])=[CH:12][C:11]=1[S:17]([NH:1][C:2]1[O:6][N:5]=[C:4]([CH3:7])[C:3]=1[Cl:8])(=[O:18])=[O:19], predict the reactants needed to synthesize it. The reactants are: [NH2:1][C:2]1[O:6][N:5]=[C:4]([CH3:7])[C:3]=1[Cl:8].[CH3:9][C:10]1[CH:15]=[CH:14][C:13]([CH3:16])=[CH:12][C:11]=1[S:17](Cl)(=[O:19])=[O:18].